Dataset: Full USPTO retrosynthesis dataset with 1.9M reactions from patents (1976-2016). Task: Predict the reactants needed to synthesize the given product. (1) Given the product [F:1][C:2]1[CH:3]=[C:4]([C:5]([N:48]2[CH2:49][CH2:50][CH2:51][C@H:46]([C:43]3[N:42]=[C:41]([C:38]4[NH:39][CH:40]=[C:36]([C:34]#[N:35])[CH:37]=4)[O:45][N:44]=3)[CH2:47]2)=[O:7])[CH:8]=[CH:9][N:10]=1, predict the reactants needed to synthesize it. The reactants are: [F:1][C:2]1[CH:3]=[C:4]([CH:8]=[CH:9][N:10]=1)[C:5]([OH:7])=O.C1C=NC2N(O)N=NC=2C=1.CCN=C=NCCCN(C)C.Cl.Cl.[C:34]([C:36]1[CH:37]=[C:38]([C:41]2[O:45][N:44]=[C:43]([C@H:46]3[CH2:51][CH2:50][CH2:49][NH:48][CH2:47]3)[N:42]=2)[NH:39][CH:40]=1)#[N:35].C(N(CC)CC)C. (2) Given the product [CH:1]1([N:6]2[C:11]3[N:12]=[C:13]([NH:20][C:21]4[CH:26]=[CH:25][CH:24]=[CH:23][N:22]=4)[N:14]=[CH:15][C:10]=3[CH:9]=[CH:8][C:7]2=[O:19])[CH2:5][CH2:4][CH2:3][CH2:2]1, predict the reactants needed to synthesize it. The reactants are: [CH:1]1([N:6]2[C:11]3[N:12]=[C:13](S(C)=O)[N:14]=[CH:15][C:10]=3[CH:9]=[CH:8][C:7]2=[O:19])[CH2:5][CH2:4][CH2:3][CH2:2]1.[NH2:20][C:21]1[CH:26]=[CH:25][CH:24]=[CH:23][N:22]=1. (3) Given the product [F:46][C:43]1[CH:42]=[CH:41][C:40]([O:39][CH2:38][CH:34]2[CH2:35][CH2:36][CH:37]([C:32]#[C:47][CH2:48][CH2:49][O:50][C:17]([CH:12]3[CH2:13][CH2:14][CH2:15][CH2:16][O:11]3)=[O:18])[O:33]2)=[CH:45][CH:44]=1, predict the reactants needed to synthesize it. The reactants are: [Mg].C(Br)(C)C.C([Mg]Br)(C)C.[O:11]1[CH2:16][CH2:15][CH2:14][CH2:13][CH:12]1[C:17](CCC#C)=[O:18].C1(S([CH:32]2[CH2:37][CH2:36][CH2:35][C@@H:34]([CH2:38][O:39][C:40]3[CH:45]=[CH:44][C:43]([F:46])=[CH:42][CH:41]=3)[O:33]2)(=O)=O)C=CC=CC=1.[CH2:47]1C[O:50][CH2:49][CH2:48]1. (4) Given the product [Cl:4][C:5]1[C:13]([CH3:14])=[N:12][C:11]2[N:7]([N:8]=[C:9]3[CH2:17][N:16]([C:18]([C:20]4[CH:25]=[CH:24][C:23]([F:26])=[CH:22][C:21]=4[O:27][C@H:28]4[CH2:32][CH2:31][N:30]([CH:37]5[CH2:38][CH2:39][O:34][CH2:35][CH2:36]5)[CH2:29]4)=[O:19])[CH2:15][C:10]3=2)[C:6]=1[CH3:33], predict the reactants needed to synthesize it. The reactants are: C(O)=O.[Cl:4][C:5]1[C:13]([CH3:14])=[N:12][C:11]2[N:7]([N:8]=[C:9]3[CH2:17][N:16]([C:18]([C:20]4[CH:25]=[CH:24][C:23]([F:26])=[CH:22][C:21]=4[O:27][C@H:28]4[CH2:32][CH2:31][NH:30][CH2:29]4)=[O:19])[CH2:15][C:10]3=2)[C:6]=1[CH3:33].[O:34]1[CH2:39][CH2:38][C:37](=O)[CH2:36][CH2:35]1.C(O[BH-](OC(=O)C)OC(=O)C)(=O)C.[Na+]. (5) Given the product [CH2:1]([O:3][C:4]([C:6]1[C:7]([N:33]2[CH2:38][CH2:37][CH2:36][CH2:35][CH2:34]2)=[N:8][C:9]2[C:14]([C:15]=1[CH2:16][C:17]1[CH:22]=[CH:21][CH:20]=[CH:19][C:18]=1[Cl:23])=[CH:13][C:12]([Cl:24])=[CH:11][CH:10]=2)=[O:5])[CH3:2], predict the reactants needed to synthesize it. The reactants are: [CH2:1]([O:3][C:4]([C:6]1[C:7](OS(C(F)(F)F)(=O)=O)=[N:8][C:9]2[C:14]([C:15]=1[CH2:16][C:17]1[CH:22]=[CH:21][CH:20]=[CH:19][C:18]=1[Cl:23])=[CH:13][C:12]([Cl:24])=[CH:11][CH:10]=2)=[O:5])[CH3:2].[NH:33]1[CH2:38][CH2:37][CH2:36][CH2:35][CH2:34]1. (6) Given the product [F:40][C:19]([F:18])([F:39])[C:20]1[CH:34]=[C:33]([C:35]([F:38])([F:37])[F:36])[CH:32]=[CH:31][C:21]=1[CH2:22][N:23]1[CH2:28][CH2:27][CH:26](/[CH:29]=[C:10]2/[C:6]([NH:5][C@H:4]([C:3]([N:2]([CH3:1])[CH3:17])=[O:16])[C@@H:12]([CH3:15])[O:13][CH3:14])=[N:7][C:8](=[O:11])[S:9]/2)[CH2:25][CH2:24]1, predict the reactants needed to synthesize it. The reactants are: [CH3:1][N:2]([CH3:17])[C:3](=[O:16])[C@H:4]([C@@H:12]([CH3:15])[O:13][CH3:14])[NH:5][C:6]1[CH2:10][S:9][C:8](=[O:11])[N:7]=1.[F:18][C:19]([F:40])([F:39])[C:20]1[CH:34]=[C:33]([C:35]([F:38])([F:37])[F:36])[CH:32]=[CH:31][C:21]=1[CH2:22][N:23]1[CH2:28][CH2:27][CH:26]([CH:29]=O)[CH2:25][CH2:24]1.C([O-])(=O)C.[NH2+]1CCCCC1. (7) Given the product [CH2:14]([O:16][C:17]1[CH:24]=[CH:23][C:22]([CH:9]=[CH:8][C:7]([OH:13])=[O:12])=[CH:21][CH:18]=1)[CH3:15], predict the reactants needed to synthesize it. The reactants are: N1CCCCC1.[C:7]([OH:13])(=[O:12])[CH2:8][C:9](O)=O.[CH2:14]([O:16][C:17]1[CH:24]=[CH:23][CH:22]=[CH:21][C:18]=1C=O)[CH3:15].C(=O)=O. (8) Given the product [NH2:25][CH2:24][CH:23]([C:35]1[S:36][CH:37]=[CH:38][CH:39]=1)[O:22][C:18]1[C:17]([O:40][CH3:41])=[CH:16][C:15]2[N:14]=[CH:13][C:12]3[N:11]([CH3:42])[C:10](=[O:43])[N:9]([C:6]4[CH:7]=[CH:8][C:3]([C:1]#[N:2])=[CH:4][C:5]=4[F:44])[C:21]=3[C:20]=2[CH:19]=1, predict the reactants needed to synthesize it. The reactants are: [C:1]([C:3]1[CH:8]=[CH:7][C:6]([N:9]2[C:21]3[C:20]4[CH:19]=[C:18]([O:22][CH:23]([C:35]5[S:36][CH:37]=[CH:38][CH:39]=5)[CH2:24][NH:25]C(=O)OCC[Si](C)(C)C)[C:17]([O:40][CH3:41])=[CH:16][C:15]=4[N:14]=[CH:13][C:12]=3[N:11]([CH3:42])[C:10]2=[O:43])=[C:5]([F:44])[CH:4]=1)#[N:2].[F-].[Cs+]. (9) Given the product [Br:26][C:27]1[CH:32]=[CH:31][C:30]([CH2:33][N:11]([CH:12]2[CH2:17][CH:16]3[CH:18]([OH:19])[CH:13]2[CH2:14][CH2:15]3)[S:8]([C:5]2[CH:6]=[CH:7][C:2]([Cl:1])=[CH:3][CH:4]=2)(=[O:9])=[O:10])=[CH:29][CH:28]=1, predict the reactants needed to synthesize it. The reactants are: [Cl:1][C:2]1[CH:7]=[CH:6][C:5]([S:8]([NH:11][CH:12]2[CH2:17][CH:16]3[CH:18]([OH:19])[CH:13]2[CH2:14][CH2:15]3)(=[O:10])=[O:9])=[CH:4][CH:3]=1.C(=O)([O-])[O-].[Cs+].[Cs+].[Br:26][C:27]1[CH:32]=[CH:31][C:30]([CH2:33]Br)=[CH:29][CH:28]=1.ClC1C=CC(S(N(CC2C=CC(C#N)=CC=2)[C@@H]2CCC[C@H]2CO)(=O)=O)=CC=1. (10) Given the product [ClH:26].[CH2:1]([N:8]1[CH2:15][CH2:14][CH2:13][C@H:9]1[C:10]([NH:27][C:28]1[CH:41]=[CH:40][C:39]([Cl:42])=[CH:38][C:29]=1[C:30]([C:32]1[CH:33]=[CH:34][CH:35]=[CH:36][CH:37]=1)=[O:31])=[O:12])[C:2]1[CH:3]=[CH:4][CH:5]=[CH:6][CH:7]=1, predict the reactants needed to synthesize it. The reactants are: [CH2:1]([N:8]1[CH2:15][CH2:14][CH2:13][C@H:9]1[C:10]([OH:12])=O)[C:2]1[CH:7]=[CH:6][CH:5]=[CH:4][CH:3]=1.CN1C=CN=C1.CS([Cl:26])(=O)=O.[NH2:27][C:28]1[CH:41]=[CH:40][C:39]([Cl:42])=[CH:38][C:29]=1[C:30]([C:32]1[CH:37]=[CH:36][CH:35]=[CH:34][CH:33]=1)=[O:31].[Cl-].[NH4+].Cl.